From a dataset of Full USPTO retrosynthesis dataset with 1.9M reactions from patents (1976-2016). Predict the reactants needed to synthesize the given product. (1) Given the product [CH2:1]([N:10]1[C:15](=[O:16])[C:14]([CH2:17][N:32]([CH3:33])[CH3:31])=[CH:13][C:12]([C:23]2[CH:28]=[CH:27][C:26]([F:29])=[C:25]([CH3:30])[CH:24]=2)=[N:11]1)[CH:2]=[CH:3][C:4]1[CH:9]=[CH:8][CH:7]=[CH:6][CH:5]=1, predict the reactants needed to synthesize it. The reactants are: [CH2:1]([N:10]1[C:15](=[O:16])[C:14]([CH2:17]OS(C)(=O)=O)=[CH:13][C:12]([C:23]2[CH:28]=[CH:27][C:26]([F:29])=[C:25]([CH3:30])[CH:24]=2)=[N:11]1)[CH:2]=[CH:3][C:4]1[CH:9]=[CH:8][CH:7]=[CH:6][CH:5]=1.[CH3:31][NH:32][CH3:33]. (2) Given the product [C:1]([O:5][C:6]([N:8]1[CH2:11][CH:10]([C:23]2[CH:28]=[CH:27][C:26]([N+:29]([O-:31])=[O:30])=[CH:25][CH:24]=2)[CH2:9]1)=[O:7])([CH3:4])([CH3:3])[CH3:2], predict the reactants needed to synthesize it. The reactants are: [C:1]([O:5][C:6]([N:8]1[CH2:11][CH:10](I)[CH2:9]1)=[O:7])([CH3:4])([CH3:3])[CH3:2].BrCCBr.C[Si](Cl)(C)C.Br[C:23]1[CH:28]=[CH:27][C:26]([N+:29]([O-:31])=[O:30])=[CH:25][CH:24]=1.O1C=CC=C1P(C1OC=CC=1)C1OC=CC=1.